From a dataset of Full USPTO retrosynthesis dataset with 1.9M reactions from patents (1976-2016). Predict the reactants needed to synthesize the given product. The reactants are: Cl.[F:2][C:3]1[CH:8]=[CH:7][C:6]([NH:9][C:10]2[CH:15]=[CH:14][N:13]=[C:12]([NH:16][C:17]3[CH:22]=[CH:21][C:20]([S:23]([N:26]([CH3:33])[CH:27]4[CH2:32][CH2:31][NH:30][CH2:29][CH2:28]4)(=[O:25])=[O:24])=[CH:19][CH:18]=3)[N:11]=2)=[CH:5][CH:4]=1.[CH3:34][C:35](=O)[CH3:36]. Given the product [F:2][C:3]1[CH:8]=[CH:7][C:6]([NH:9][C:10]2[CH:15]=[CH:14][N:13]=[C:12]([NH:16][C:17]3[CH:18]=[CH:19][C:20]([S:23]([N:26]([CH:27]4[CH2:32][CH2:31][N:30]([CH:35]([CH3:36])[CH3:34])[CH2:29][CH2:28]4)[CH3:33])(=[O:24])=[O:25])=[CH:21][CH:22]=3)[N:11]=2)=[CH:5][CH:4]=1, predict the reactants needed to synthesize it.